This data is from Forward reaction prediction with 1.9M reactions from USPTO patents (1976-2016). The task is: Predict the product of the given reaction. (1) Given the reactants CCN=C=NCCCN(C)C.[C:12]([NH:19][CH2:20][C:21]([OH:23])=O)([O:14][C:15]([CH3:18])([CH3:17])[CH3:16])=[O:13].[Cl:24][C:25]1[CH:30]=[CH:29][C:28]([CH:31]([C:53]2[CH:58]=[CH:57][C:56]([Cl:59])=[CH:55][CH:54]=2)[N:32]2[CH2:35][C:34](=[CH:36][S:37]([CH2:40][C:41]3[CH:42]=[C:43]([N:47]4[CH2:52][CH2:51][NH:50][CH2:49][CH2:48]4)[CH:44]=[CH:45][CH:46]=3)(=[O:39])=[O:38])[CH2:33]2)=[CH:27][CH:26]=1, predict the reaction product. The product is: [C:15]([O:14][C:12](=[O:13])[NH:19][CH2:20][C:21]([N:50]1[CH2:51][CH2:52][N:47]([C:43]2[CH:44]=[CH:45][CH:46]=[C:41]([CH2:40][S:37]([CH:36]=[C:34]3[CH2:33][N:32]([CH:31]([C:28]4[CH:27]=[CH:26][C:25]([Cl:24])=[CH:30][CH:29]=4)[C:53]4[CH:58]=[CH:57][C:56]([Cl:59])=[CH:55][CH:54]=4)[CH2:35]3)(=[O:38])=[O:39])[CH:42]=2)[CH2:48][CH2:49]1)=[O:23])([CH3:16])([CH3:17])[CH3:18]. (2) Given the reactants [CH3:1][C:2]1[CH:11]=[C:10]([CH2:12][O:13][C:14]2[CH:19]=[CH:18][CH:17]=[CH:16][CH:15]=2)[CH:9]=[CH:8][C:3]=1[C:4]([O:6]C)=[O:5].[OH-].[Li+].O1CCCC1.Cl, predict the reaction product. The product is: [CH3:1][C:2]1[CH:11]=[C:10]([CH2:12][O:13][C:14]2[CH:19]=[CH:18][CH:17]=[CH:16][CH:15]=2)[CH:9]=[CH:8][C:3]=1[C:4]([OH:6])=[O:5].